Dataset: NCI-60 drug combinations with 297,098 pairs across 59 cell lines. Task: Regression. Given two drug SMILES strings and cell line genomic features, predict the synergy score measuring deviation from expected non-interaction effect. Drug 1: COC1=CC(=CC(=C1O)OC)C2C3C(COC3=O)C(C4=CC5=C(C=C24)OCO5)OC6C(C(C7C(O6)COC(O7)C8=CC=CS8)O)O. Drug 2: C1=CC(=CC=C1C#N)C(C2=CC=C(C=C2)C#N)N3C=NC=N3. Cell line: NCI-H460. Synergy scores: CSS=36.3, Synergy_ZIP=1.84, Synergy_Bliss=0.286, Synergy_Loewe=-27.1, Synergy_HSA=-2.42.